Dataset: Forward reaction prediction with 1.9M reactions from USPTO patents (1976-2016). Task: Predict the product of the given reaction. (1) Given the reactants [Cl:1][C:2]1[C:3](=[O:14])O[C:5](=[O:13])[C:6]=1[C:7]1[CH:12]=[CH:11][CH:10]=[CH:9][CH:8]=1.[NH2:15][CH2:16][C:17]1[CH:22]=[CH:21][CH:20]=[CH:19][N:18]=1, predict the reaction product. The product is: [Cl:1][C:2]1[C:3](=[O:14])[N:15]([CH2:16][C:17]2[CH:22]=[CH:21][CH:20]=[CH:19][N:18]=2)[C:5](=[O:13])[C:6]=1[C:7]1[CH:8]=[CH:9][CH:10]=[CH:11][CH:12]=1. (2) The product is: [CH2:1]([N:3]([CH3:51])[CH2:4][C:5]([N:7]1[C:16]2[C:11](=[CH:12][C:13]([O:49][CH3:50])=[C:14]([NH:17][C:18]3[NH:23][C:22]4=[N:24][CH:25]=[CH:26][C:21]4=[C:20]([NH:37][C:38]4[CH:47]=[CH:46][CH:45]=[C:44]([F:48])[C:39]=4[C:40]([NH:42][CH3:43])=[O:41])[N:19]=3)[CH:15]=2)[CH2:10][CH2:9][CH2:8]1)=[O:6])[CH3:2]. Given the reactants [CH2:1]([N:3]([CH3:51])[CH2:4][C:5]([N:7]1[C:16]2[C:11](=[CH:12][C:13]([O:49][CH3:50])=[C:14]([NH:17][C:18]3[N:19]=[C:20]([NH:37][C:38]4[CH:47]=[CH:46][CH:45]=[C:44]([F:48])[C:39]=4[C:40]([NH:42][CH3:43])=[O:41])[C:21]4[CH:26]=[CH:25][N:24](S(C5C=CC(C)=CC=5)(=O)=O)[C:22]=4[N:23]=3)[CH:15]=2)[CH2:10][CH2:9][CH2:8]1)=[O:6])[CH3:2].[OH-].[Na+].C(OCC)(=O)C.C1COCC1, predict the reaction product. (3) Given the reactants CO[C:3](=[O:12])[C:4]1[CH:9]=[C:8](Br)[C:7](Cl)=[N:6][CH:5]=1.[F:13][C:14]([F:18])([F:17])[CH2:15][OH:16].[F:19][C:20]1[CH:25]=[CH:24][C:23](B(O)O)=[CH:22][CH:21]=1.[NH2:29][C@@H:30]1[CH2:35][CH2:34][CH2:33][CH2:32][C@H:31]1[OH:36], predict the reaction product. The product is: [F:19][C:20]1[CH:25]=[CH:24][C:23]([C:8]2[C:7]([O:16][CH2:15][C:14]([F:18])([F:17])[F:13])=[N:6][CH:5]=[C:4]([CH:9]=2)[C:3]([NH:29][C@@H:30]2[CH2:35][CH2:34][CH2:33][CH2:32][C@H:31]2[OH:36])=[O:12])=[CH:22][CH:21]=1. (4) Given the reactants [CH3:1][O:2][CH2:3][CH2:4]O.[S:6](Cl)([C:9]1[CH:15]=[CH:14][C:12]([CH3:13])=[CH:11][CH:10]=1)(=[O:8])=[O:7].O1[CH2:21][CH2:20][CH2:19][CH2:18]1.[CH2:22]([N:24]([CH2:27][CH3:28])[CH2:25]C)C, predict the reaction product. The product is: [CH3:13][C:12]1[CH:14]=[CH:15][C:9]([S:6]([O-:2])(=[O:8])=[O:7])=[CH:10][CH:11]=1.[CH3:1][O:2][CH2:3][CH2:4][N+:24]([CH3:22])([CH3:25])[CH2:27][CH2:28][CH2:18][CH2:19][CH2:20][CH2:21][CH2:15][CH2:9][CH2:10][CH3:11]. (5) Given the reactants CC1C=CC(S(O[CH2:12][C@@H:13]([NH:17][C:18]([O:20][C:21]([CH3:24])([CH3:23])[CH3:22])=[O:19])[CH2:14][C:15]#[N:16])(=O)=O)=CC=1.[CH3:25][NH:26][CH3:27].C(N(CC)CC)C, predict the reaction product. The product is: [C:15]([CH2:14][C@H:13]([NH:17][C:18](=[O:19])[O:20][C:21]([CH3:22])([CH3:23])[CH3:24])[CH2:12][N:26]([CH3:27])[CH3:25])#[N:16]. (6) Given the reactants [CH3:1][O:2][C:3]1([CH2:22][C:23]2[CH:28]=[CH:27][CH:26]=[CH:25][C:24]=2[CH3:29])[CH2:8][CH2:7][CH:6]([N:9]2[CH2:14][CH2:13][N:12](C(OC(C)(C)C)=O)[CH2:11][CH2:10]2)[CH2:5][CH2:4]1.Cl, predict the reaction product. The product is: [CH3:1][O:2][C:3]1([CH2:22][C:23]2[CH:28]=[CH:27][CH:26]=[CH:25][C:24]=2[CH3:29])[CH2:4][CH2:5][CH:6]([N:9]2[CH2:10][CH2:11][NH:12][CH2:13][CH2:14]2)[CH2:7][CH2:8]1.